Dataset: Merck oncology drug combination screen with 23,052 pairs across 39 cell lines. Task: Regression. Given two drug SMILES strings and cell line genomic features, predict the synergy score measuring deviation from expected non-interaction effect. (1) Drug 1: CN1C(=O)C=CC2(C)C3CCC4(C)C(NC(=O)OCC(F)(F)F)CCC4C3CCC12. Drug 2: CCN(CC)CCNC(=O)c1c(C)[nH]c(C=C2C(=O)Nc3ccc(F)cc32)c1C. Cell line: NCIH520. Synergy scores: synergy=16.5. (2) Drug 1: O=C(CCCCCCC(=O)Nc1ccccc1)NO. Drug 2: CCN(CC)CCNC(=O)c1c(C)[nH]c(C=C2C(=O)Nc3ccc(F)cc32)c1C. Cell line: RKO. Synergy scores: synergy=-4.42. (3) Drug 1: CCc1cnn2c(NCc3ccc[n+]([O-])c3)cc(N3CCCCC3CCO)nc12. Drug 2: Cn1cc(-c2cnn3c(N)c(Br)c(C4CCCNC4)nc23)cn1. Cell line: COLO320DM. Synergy scores: synergy=7.55.